This data is from Forward reaction prediction with 1.9M reactions from USPTO patents (1976-2016). The task is: Predict the product of the given reaction. Given the reactants S(=O)(=O)(O)O.[C:6](S)(=S)[C:7]1[C:8](=[CH:10][CH:11]=[CH:12][CH:13]=1)O.CC1C=CC2[S:27][C:26]3[C:21](=[CH:22][CH:23]=[CH:24][CH:25]=3)[C:20](=[O:31])C=2C=1.CC1C=CC2C(=O)C3C(SC=2C=1)=CC=CC=3, predict the reaction product. The product is: [CH3:6][C:7]1[C:8]2[C:20](=[O:31])[C:21]3[C:26](=[CH:25][CH:24]=[CH:23][CH:22]=3)[S:27][C:10]=2[CH:11]=[CH:12][CH:13]=1.